From a dataset of NCI-60 drug combinations with 297,098 pairs across 59 cell lines. Regression. Given two drug SMILES strings and cell line genomic features, predict the synergy score measuring deviation from expected non-interaction effect. (1) Drug 1: CC1=C(C(CCC1)(C)C)C=CC(=CC=CC(=CC(=O)O)C)C. Drug 2: CC1CCCC2(C(O2)CC(NC(=O)CC(C(C(=O)C(C1O)C)(C)C)O)C(=CC3=CSC(=N3)C)C)C. Cell line: 786-0. Synergy scores: CSS=51.8, Synergy_ZIP=10.7, Synergy_Bliss=8.65, Synergy_Loewe=-26.5, Synergy_HSA=6.28. (2) Drug 1: C1CN1C2=NC(=NC(=N2)N3CC3)N4CC4. Drug 2: C1C(C(OC1N2C=NC3=C2NC=NCC3O)CO)O. Cell line: SK-OV-3. Synergy scores: CSS=19.8, Synergy_ZIP=-9.22, Synergy_Bliss=3.18, Synergy_Loewe=-8.00, Synergy_HSA=2.50. (3) Drug 1: CN1C(=O)N2C=NC(=C2N=N1)C(=O)N. Drug 2: C1CC(C1)(C2=CC=C(C=C2)C3=C(C=C4C(=N3)C=CN5C4=NNC5=O)C6=CC=CC=C6)N. Cell line: UACC62. Synergy scores: CSS=33.3, Synergy_ZIP=-1.70, Synergy_Bliss=0.437, Synergy_Loewe=3.53, Synergy_HSA=5.32. (4) Drug 1: C1=CC=C(C(=C1)C(C2=CC=C(C=C2)Cl)C(Cl)Cl)Cl. Drug 2: C1=CN(C=N1)CC(O)(P(=O)(O)O)P(=O)(O)O. Cell line: SW-620. Synergy scores: CSS=-2.65, Synergy_ZIP=0.307, Synergy_Bliss=-1.11, Synergy_Loewe=-3.00, Synergy_HSA=-3.69. (5) Drug 1: C1=CN(C(=O)N=C1N)C2C(C(C(O2)CO)O)O.Cl. Drug 2: CCCCC(=O)OCC(=O)C1(CC(C2=C(C1)C(=C3C(=C2O)C(=O)C4=C(C3=O)C=CC=C4OC)O)OC5CC(C(C(O5)C)O)NC(=O)C(F)(F)F)O. Cell line: KM12. Synergy scores: CSS=47.1, Synergy_ZIP=-3.62, Synergy_Bliss=3.09, Synergy_Loewe=-3.85, Synergy_HSA=2.79.